This data is from Full USPTO retrosynthesis dataset with 1.9M reactions from patents (1976-2016). The task is: Predict the reactants needed to synthesize the given product. (1) Given the product [CH3:24][C:23]1[C:16]2[C:15]([NH:13][C:8]3[CH:9]=[CH:10][CH:11]=[CH:12][C:7]=3[O:6][CH:3]3[CH2:4][CH2:5][O:1][CH2:2]3)=[N:20][CH:19]=[N:18][C:17]=2[S:21][C:22]=1[CH3:25], predict the reactants needed to synthesize it. The reactants are: [O:1]1[CH2:5][CH2:4][CH:3]([O:6][C:7]2[CH:12]=[CH:11][CH:10]=[CH:9][C:8]=2[NH2:13])[CH2:2]1.Cl[C:15]1[C:16]2[C:23]([CH3:24])=[C:22]([CH3:25])[S:21][C:17]=2[N:18]=[CH:19][N:20]=1. (2) Given the product [Cl:7][C:8]1[CH:13]=[C:12]([Cl:14])[CH:11]=[CH:10][C:9]=1[NH:15][C:16]1[N:20]([CH2:21][CH:22]([OH:28])[CH2:23][CH2:24][OH:25])[C:19]2[C:29]([N:33]([CH2:36][CH3:37])[CH2:34][CH3:35])=[CH:30][CH:31]=[CH:32][C:18]=2[N:17]=1, predict the reactants needed to synthesize it. The reactants are: [H-].[Al+3].[Li+].[H-].[H-].[H-].[Cl:7][C:8]1[CH:13]=[C:12]([Cl:14])[CH:11]=[CH:10][C:9]=1[NH:15][C:16]1[N:20]([CH2:21][CH:22]([OH:28])[CH2:23][C:24](OC)=[O:25])[C:19]2[C:29]([N:33]([CH2:36][CH3:37])[CH2:34][CH3:35])=[CH:30][CH:31]=[CH:32][C:18]=2[N:17]=1.O.O.O.O.O.O.O.O.O.O.S([O-])([O-])(=O)=O.[Na+].[Na+]. (3) Given the product [CH3:43][O:42][C:21]1[CH:22]=[C:23]([C:26]2[N:30]3[CH2:31][CH2:32][NH:33][CH2:34][C:29]3=[N:28][N:27]=2)[CH:24]=[CH:25][C:20]=1[NH:19][C:13]1[N:14]=[CH:15][C:16]2[C:11]([CH:12]=1)=[CH:10][C:9]([C:7]1[CH:6]=[N:5][N:4]([CH2:3][C:2]([CH3:45])([OH:1])[CH3:44])[CH:8]=1)=[CH:18][CH:17]=2, predict the reactants needed to synthesize it. The reactants are: [OH:1][C:2]([CH3:45])([CH3:44])[CH2:3][N:4]1[CH:8]=[C:7]([C:9]2[CH:10]=[C:11]3[C:16](=[CH:17][CH:18]=2)[CH:15]=[N:14][C:13]([NH:19][C:20]2[CH:25]=[CH:24][C:23]([C:26]4[N:30]5[CH2:31][CH2:32][N:33](C(OC(C)(C)C)=O)[CH2:34][C:29]5=[N:28][N:27]=4)=[CH:22][C:21]=2[O:42][CH3:43])=[CH:12]3)[CH:6]=[N:5]1.C(O)(C(F)(F)F)=O.